The task is: Predict which catalyst facilitates the given reaction.. This data is from Catalyst prediction with 721,799 reactions and 888 catalyst types from USPTO. (1) Reactant: Cl[C:2]1[N:7]=[C:6]([C:8]2[CH:13]=[CH:12][C:11]([C:14]([F:17])([F:16])[F:15])=[CH:10][CH:9]=2)[CH:5]=[CH:4][N:3]=1.[IH:18]. Product: [I:18][C:2]1[N:7]=[C:6]([C:8]2[CH:13]=[CH:12][C:11]([C:14]([F:17])([F:16])[F:15])=[CH:10][CH:9]=2)[CH:5]=[CH:4][N:3]=1. The catalyst class is: 4. (2) Reactant: [Cl:1][C:2]1[CH:7]=[CH:6][C:5]([CH2:8][C@@H:9]([NH:30][C:31]([C@@H:33]2[CH2:42][C:41]3[C:36](=[CH:37][CH:38]=[CH:39][CH:40]=3)[CH2:35][N:34]2C(OC(C)(C)C)=O)=[O:32])[C:10](=[O:29])[N:11]2[CH2:16][CH2:15][CH:14]([C:17]3[CH:22]=[CH:21][CH:20]=[CH:19][C:18]=3[N:23]3[CH:27]=[CH:26][NH:25][C:24]3=[O:28])[CH2:13][CH2:12]2)=[CH:4][CH:3]=1.Cl. Product: [CH2:35]1[C:36]2[C:41](=[CH:40][CH:39]=[CH:38][CH:37]=2)[CH2:42][C@@H:33]([C:31]([NH:30][C@H:9]([CH2:8][C:5]2[CH:6]=[CH:7][C:2]([Cl:1])=[CH:3][CH:4]=2)[C:10](=[O:29])[N:11]2[CH2:16][CH2:15][CH:14]([C:17]3[CH:22]=[CH:21][CH:20]=[CH:19][C:18]=3[N:23]3[CH:27]=[CH:26][NH:25][C:24]3=[O:28])[CH2:13][CH2:12]2)=[O:32])[NH:34]1. The catalyst class is: 25. (3) Reactant: [OH:1][C:2]1[CH:3]=[C:4]2[C:9](=[CH:10][CH:11]=1)[C:8](=[O:12])[CH2:7][CH2:6][CH2:5]2.[CH3:13][N:14]([CH3:18])[CH2:15][CH2:16]O.C1(P(C2C=CC=CC=2)C2C=CC=CC=2)C=CC=CC=1.N(C(OCC)=O)=NC(OCC)=O. Product: [CH3:13][N:14]([CH3:18])[CH2:15][CH2:16][O:1][C:2]1[CH:3]=[C:4]2[C:9](=[CH:10][CH:11]=1)[C:8](=[O:12])[CH2:7][CH2:6][CH2:5]2. The catalyst class is: 1. (4) Reactant: [O:1]1[C:5]2([CH2:10][CH2:9][CH:8]([CH:11]([NH:16][S:17]([C:20]3[CH:25]=[CH:24][C:23]([C:26]4[CH:31]=[CH:30][C:29]([O:32][CH3:33])=[CH:28][CH:27]=4)=[CH:22][CH:21]=3)(=[O:19])=[O:18])[C:12]([O:14]C)=[O:13])[CH2:7][CH2:6]2)[O:4][CH2:3][CH2:2]1.C(N(CC)CC)C.COC1C=CC(C2C=CC(S(Cl)(=O)=O)=CC=2)=CC=1. Product: [O:1]1[C:5]2([CH2:6][CH2:7][CH:8]([CH:11]([NH:16][S:17]([C:20]3[CH:25]=[CH:24][C:23]([C:26]4[CH:27]=[CH:28][C:29]([O:32][CH3:33])=[CH:30][CH:31]=4)=[CH:22][CH:21]=3)(=[O:19])=[O:18])[C:12]([OH:14])=[O:13])[CH2:9][CH2:10]2)[O:4][CH2:3][CH2:2]1. The catalyst class is: 4.